From a dataset of Full USPTO retrosynthesis dataset with 1.9M reactions from patents (1976-2016). Predict the reactants needed to synthesize the given product. Given the product [CH3:3][O:4][C:5](=[O:25])[CH2:6][CH2:7][C:8]1[N:12]([CH2:33][O:32][CH2:31][CH2:30][Si:27]([CH3:29])([CH3:28])[CH3:26])[C:11]([C:13]2[CH:18]=[CH:17][CH:16]=[CH:15][CH:14]=2)=[C:10]([C:19]2[CH:24]=[CH:23][CH:22]=[CH:21][CH:20]=2)[N:9]=1, predict the reactants needed to synthesize it. The reactants are: [H-].[Na+].[CH3:3][O:4][C:5](=[O:25])[CH2:6][CH2:7][C:8]1[NH:9][C:10]([C:19]2[CH:24]=[CH:23][CH:22]=[CH:21][CH:20]=2)=[C:11]([C:13]2[CH:18]=[CH:17][CH:16]=[CH:15][CH:14]=2)[N:12]=1.[CH3:26][Si:27]([CH2:30][CH2:31][O:32][CH2:33]Cl)([CH3:29])[CH3:28].O.